Dataset: Forward reaction prediction with 1.9M reactions from USPTO patents (1976-2016). Task: Predict the product of the given reaction. (1) Given the reactants [F:1][C:2]1[C:7]([C:8]2[CH:13]=[CH:12][N:11]=[CH:10][CH:9]=2)=[CH:6][CH:5]=[CH:4][C:3]=1B(O)O.Br[C:18]1[N:22]2[N:23]=[CH:24][C:25]([C:27]([OH:30])([CH3:29])[CH3:28])=[N:26][C:21]2=[N:20][CH:19]=1, predict the reaction product. The product is: [F:1][C:2]1[C:7]([C:8]2[CH:13]=[CH:12][N:11]=[CH:10][CH:9]=2)=[CH:6][CH:5]=[CH:4][C:3]=1[C:18]1[N:22]2[N:23]=[CH:24][C:25]([C:27]([OH:30])([CH3:28])[CH3:29])=[N:26][C:21]2=[N:20][CH:19]=1. (2) Given the reactants C=C[C:3]1[CH:8]=[CH:7][CH:6]=[CH:5][CH:4]=1.C[N+]1([O-])[CH2:15][CH2:14][O:13]CC1.O.CC(C)=[O:20].C(#N)C, predict the reaction product. The product is: [C:3]1([CH:14]([OH:13])[CH2:15][OH:20])[CH:8]=[CH:7][CH:6]=[CH:5][CH:4]=1. (3) Given the reactants [CH2:1]([C:3]([OH:8])([CH2:6][CH3:7])[C:4]#[CH:5])[CH3:2].[CH3:9][O:10][C:11](=[O:45])[CH2:12][C:13]1[CH:14]=[N:15][CH:16]=[C:17]([C:19]2[CH:24]=[CH:23][C:22]([C:25]([CH2:43][CH3:44])([C:28]3[CH:33]=[CH:32][C:31](OS(C(F)(F)F)(=O)=O)=[C:30]([CH3:42])[CH:29]=3)[CH2:26][CH3:27])=[CH:21][CH:20]=2)[CH:18]=1.C(=O)(O)[O-].[Na+], predict the reaction product. The product is: [CH3:9][O:10][C:11](=[O:45])[CH2:12][C:13]1[CH:14]=[N:15][CH:16]=[C:17]([C:19]2[CH:20]=[CH:21][C:22]([C:25]([CH2:43][CH3:44])([C:28]3[CH:33]=[CH:32][C:31]([C:5]#[C:4][C:3]([CH2:6][CH3:7])([OH:8])[CH2:1][CH3:2])=[C:30]([CH3:42])[CH:29]=3)[CH2:26][CH3:27])=[CH:23][CH:24]=2)[CH:18]=1. (4) Given the reactants [CH3:1][O:2][CH2:3][O:4][C:5]1[CH:6]=[N:7][CH:8]=[CH:9][CH:10]=1.C([Li])(C)(C)C.[C:16]([O:24][CH2:25][CH2:26][C:27]1[CH:34]=[CH:33][C:30]([CH:31]=[O:32])=[CH:29][CH:28]=1)(=[O:23])[C:17]1[CH:22]=[CH:21][CH:20]=[CH:19][CH:18]=1.[Cl-].[NH4+], predict the reaction product. The product is: [C:16]([O:24][CH2:25][CH2:26][C:27]1[CH:28]=[CH:29][C:30]([CH:31]([C:10]2[CH:9]=[CH:8][N:7]=[CH:6][C:5]=2[O:4][CH2:3][O:2][CH3:1])[OH:32])=[CH:33][CH:34]=1)(=[O:23])[C:17]1[CH:18]=[CH:19][CH:20]=[CH:21][CH:22]=1. (5) Given the reactants [CH3:1][C:2]1[N:7]=[CH:6][C:5]([CH2:8][C:9]#[N:10])=[CH:4][N:3]=1.[F:11][C:12]1([F:19])[CH2:17][CH2:16][C:15](=O)[CH2:14][CH2:13]1.CC([O-])(C)C.[K+], predict the reaction product. The product is: [F:11][C:12]1([F:19])[CH2:17][CH2:16][C:15](=[C:8]([C:5]2[CH:4]=[N:3][C:2]([CH3:1])=[N:7][CH:6]=2)[C:9]#[N:10])[CH2:14][CH2:13]1. (6) Given the reactants [CH:1]1([CH2:7][CH2:8][NH:9][CH2:10][CH2:11][CH:12]([C:19]2[CH:24]=[CH:23][CH:22]=[CH:21][CH:20]=2)[C:13]2[CH:18]=[CH:17][CH:16]=[CH:15][CH:14]=2)[CH2:6][CH2:5][CH2:4][CH2:3][CH2:2]1.[CH3:25][O:26][C:27](=[O:37])[C:28]1[CH:33]=[CH:32][CH:31]=[C:30]([N:34]=[C:35]=[O:36])[CH:29]=1.O, predict the reaction product. The product is: [CH3:25][O:26][C:27](=[O:37])[C:28]1[CH:33]=[CH:32][CH:31]=[C:30]([NH:34][C:35]([N:9]([CH2:8][CH2:7][CH:1]2[CH2:6][CH2:5][CH2:4][CH2:3][CH2:2]2)[CH2:10][CH2:11][CH:12]([C:19]2[CH:20]=[CH:21][CH:22]=[CH:23][CH:24]=2)[C:13]2[CH:18]=[CH:17][CH:16]=[CH:15][CH:14]=2)=[O:36])[CH:29]=1. (7) Given the reactants C([NH:4][C:5]1[C:23]([Cl:24])=[CH:22][C:8]([C:9]([NH:11][C@@H:12]2[CH2:16][N:15](C(=O)C)[C@H:14]([CH2:20][OH:21])[CH2:13]2)=[O:10])=[C:7]([O:25][CH3:26])[CH:6]=1)(=O)C.[OH-].[Na+].O, predict the reaction product. The product is: [ClH:24].[NH2:4][C:5]1[C:23]([Cl:24])=[CH:22][C:8]([C:9]([NH:11][C@@H:12]2[CH2:16][NH:15][C@H:14]([CH2:20][OH:21])[CH2:13]2)=[O:10])=[C:7]([O:25][CH3:26])[CH:6]=1. (8) Given the reactants C(OC([N:8]1[CH2:13][CH2:12][N:11]([C:14](=[O:51])[C:15]2[CH:20]=[C:19]([C:21]([F:24])([F:23])[F:22])[CH:18]=[C:17]([NH:25][C:26](=[O:50])[CH2:27][C:28]3[CH:33]=[CH:32][C:31]([C:34]4[N:38]5[CH:39]=[CH:40][C:41]([C:43]6[CH:48]=[CH:47][CH:46]=[CH:45][N:44]=6)=[CH:42][C:37]5=[N:36][CH:35]=4)=[CH:30][C:29]=3[F:49])[CH:16]=2)[CH2:10][CH2:9]1)=O)(C)(C)C.Cl, predict the reaction product. The product is: [F:49][C:29]1[CH:30]=[C:31]([C:34]2[N:38]3[CH:39]=[CH:40][C:41]([C:43]4[CH:48]=[CH:47][CH:46]=[CH:45][N:44]=4)=[CH:42][C:37]3=[N:36][CH:35]=2)[CH:32]=[CH:33][C:28]=1[CH2:27][C:26]([NH:25][C:17]1[CH:18]=[C:19]([C:21]([F:23])([F:22])[F:24])[CH:20]=[C:15]([C:14]([N:11]2[CH2:12][CH2:13][NH:8][CH2:9][CH2:10]2)=[O:51])[CH:16]=1)=[O:50]. (9) Given the reactants [NH2:1][CH2:2][CH2:3][O:4][CH2:5][CH2:6][OH:7].[CH:8](=O)[C:9]1[CH:14]=[CH:13][CH:12]=[CH:11][CH:10]=1.C(O[BH-](OC(=O)C)OC(=O)C)(=O)C.[Na+].O, predict the reaction product. The product is: [CH2:8]([NH:1][CH2:2][CH2:3][O:4][CH2:5][CH2:6][OH:7])[C:9]1[CH:14]=[CH:13][CH:12]=[CH:11][CH:10]=1. (10) Given the reactants [ClH:1].CC1(C)[O:7][C@@H:6]2[CH2:8][CH2:9][C@@H:10]([N:11]3[C:19]4[C:18]([F:20])=[CH:17][N:16]=[C:15]([NH2:21])[C:14]=4[N:13]=[CH:12]3)[C@@H:5]2[O:4]1, predict the reaction product. The product is: [NH2:21][C:15]1[C:14]2[N:13]=[CH:12][N:11]([C@@H:10]3[CH2:9][CH2:8][C@@H:6]([OH:7])[C@H:5]3[OH:4])[C:19]=2[C:18]([F:20])=[CH:17][N:16]=1.[ClH:1].